Dataset: Full USPTO retrosynthesis dataset with 1.9M reactions from patents (1976-2016). Task: Predict the reactants needed to synthesize the given product. (1) Given the product [F:1][C:2]1[CH:3]=[C:4]([C:5]([NH:16][NH2:17])=[O:6])[CH:8]=[CH:9][C:10]=1[C:11]([O:13][CH3:14])=[O:12], predict the reactants needed to synthesize it. The reactants are: [F:1][C:2]1[CH:3]=[C:4]([CH:8]=[CH:9][C:10]=1[C:11]([O:13][CH3:14])=[O:12])[C:5](O)=[O:6].O[N:16]1C2C=CC=CC=2N=[N:17]1.Cl.CN(C)CCCN=C=NCC.O.NN. (2) Given the product [Cl:1][C:2]1[CH:7]=[CH:6][C:5]([C:8]2[C:9]([C:14]([OH:16])=[O:15])=[N:10][CH:11]=[CH:12][CH:13]=2)=[CH:4][C:3]=1[C:18]([NH:20][CH2:21][CH2:22][CH:23]1[CH2:28][CH2:27][CH2:26][CH2:25][CH2:24]1)=[O:19], predict the reactants needed to synthesize it. The reactants are: [Cl:1][C:2]1[CH:7]=[CH:6][C:5]([C:8]2[C:9]([C:14]([O:16]C)=[O:15])=[N:10][CH:11]=[CH:12][CH:13]=2)=[CH:4][C:3]=1[C:18]([NH:20][CH2:21][CH2:22][CH:23]1[CH2:28][CH2:27][CH2:26][CH2:25][CH2:24]1)=[O:19].[OH-].[K+].O.CO. (3) Given the product [CH3:12][O:11][C:8]1[C:9](=[O:10])[C:4]([C:1]2[N:22]([CH3:24])[N:29]=[CH:27][CH:2]=2)=[N:5][N:6]([C:13]2[CH:14]=[N:15][CH:16]=[CH:17][CH:18]=2)[CH:7]=1, predict the reactants needed to synthesize it. The reactants are: [C:1]([C:4]1[C:9](=[O:10])[C:8]([O:11][CH3:12])=[CH:7][N:6]([C:13]2[CH:14]=[N:15][CH:16]=[CH:17][CH:18]=2)[N:5]=1)(=O)[CH3:2].COC(OC)[N:22]([CH3:24])C.[C:27](#[N:29])C. (4) Given the product [NH2:17][C:9]1[CH:10]=[C:11]([CH:15]=[CH:16][C:8]=1[Cl:7])[C:12]([NH:25][C:26]1[CH:31]=[CH:30][CH:29]=[CH:28][CH:27]=1)=[O:14], predict the reactants needed to synthesize it. The reactants are: C(Cl)(=O)C(Cl)=O.[Cl:7][C:8]1[CH:16]=[CH:15][C:11]([C:12]([OH:14])=O)=[CH:10][C:9]=1[N+:17]([O-])=O.CN(C=O)C.[NH2:25][C:26]1[CH:31]=[CH:30][CH:29]=[CH:28][CH:27]=1.